This data is from Reaction yield outcomes from USPTO patents with 853,638 reactions. The task is: Predict the reaction yield, written as a fraction of the theoretical maximum amount of product (1.0 means a 100% yield; for example, 0.34 means a 34% yield). The reactants are [F:1][C:2]([F:16])([F:15])[O:3][C:4]1[CH:5]=[C:6]2[C:10](=[CH:11][CH:12]=1)[NH:9][N:8]=[C:7]2[CH2:13][OH:14]. The catalyst is C(OCC)(=O)C.[O-2].[O-2].[Mn+4]. The product is [F:16][C:2]([F:1])([F:15])[O:3][C:4]1[CH:5]=[C:6]2[C:10](=[CH:11][CH:12]=1)[NH:9][N:8]=[C:7]2[CH:13]=[O:14]. The yield is 0.650.